From a dataset of Full USPTO retrosynthesis dataset with 1.9M reactions from patents (1976-2016). Predict the reactants needed to synthesize the given product. (1) Given the product [OH:11][C@H:10]([C:12]1[C:13]([CH3:22])=[C:14]2[C:18](=[CH:19][CH:20]=1)[C:17](=[O:21])[O:16][CH2:15]2)[CH2:9][N:6]1[CH2:7][CH2:8][CH:3]([NH:2][C:32]([C:30]2[CH:29]=[CH:28][C:27]3=[N:23][O:24][N:25]=[C:26]3[CH:31]=2)=[O:33])[CH2:4][CH2:5]1, predict the reactants needed to synthesize it. The reactants are: Cl.[NH2:2][CH:3]1[CH2:8][CH2:7][N:6]([CH2:9][C@@H:10]([C:12]2[C:13]([CH3:22])=[C:14]3[C:18](=[CH:19][CH:20]=2)[C:17](=[O:21])[O:16][CH2:15]3)[OH:11])[CH2:5][CH2:4]1.[N:23]1[O:24][N:25]=[C:26]2[CH:31]=[C:30]([C:32](O)=[O:33])[CH:29]=[CH:28][C:27]=12. (2) Given the product [CH3:1][O:2][C:3]1[N:8]=[C:7]([CH:11]=[O:12])[CH:6]=[CH:5][CH:4]=1, predict the reactants needed to synthesize it. The reactants are: [CH3:1][O:2][C:3]1[N:8]=[CH:7][C:6](C=O)=[CH:5][CH:4]=1.[CH3:11][O:12]C1C=C(C=O)C=CN=1. (3) Given the product [N:31]1[C:32]2[CH:38]=[CH:37][CH:36]=[CH:35][C:33]=2[NH:34][C:30]=1[S:29][CH2:22][CH2:21][N:18]1[CH2:19][CH2:20][N:15]([C:13]([O:12][C:8]([CH3:11])([CH3:10])[CH3:9])=[O:14])[CH2:16][CH2:17]1, predict the reactants needed to synthesize it. The reactants are: C(N(CC)CC)C.[C:8]([O:12][C:13]([N:15]1[CH2:20][CH2:19][N:18]([CH2:21][CH2:22]O)[CH2:17][CH2:16]1)=[O:14])([CH3:11])([CH3:10])[CH3:9].CS(Cl)(=O)=O.[SH:29][C:30]1[NH:31][C:32]2[CH:38]=[CH:37][CH:36]=[CH:35][C:33]=2[N:34]=1.C(=O)([O-])[O-].[K+].[K+].C1OCCOCCOCCOCCOCCOC1. (4) Given the product [CH3:7][O:6][C:4](=[O:5])[C:3]1[CH:8]=[C:9]([Cl:12])[CH:10]=[CH:11][C:2]=1[NH:1][CH3:15], predict the reactants needed to synthesize it. The reactants are: [NH2:1][C:2]1[CH:11]=[CH:10][C:9]([Cl:12])=[CH:8][C:3]=1[C:4]([O:6][CH3:7])=[O:5].IC.[C:15](=O)([O-])[O-].[K+].[K+]. (5) Given the product [NH2:19][C:20]1[O:8][C:7]2[C:2](=[C:3]([C:17]#[N:18])[C:4]([CH3:16])=[C:5]([C:10]3[CH:15]=[CH:14][CH:13]=[CH:12][CH:11]=3)[C:6]=2[F:9])[N:1]=1, predict the reactants needed to synthesize it. The reactants are: [NH2:1][C:2]1[C:7]([OH:8])=[C:6]([F:9])[C:5]([C:10]2[CH:15]=[CH:14][CH:13]=[CH:12][CH:11]=2)=[C:4]([CH3:16])[C:3]=1[C:17]#[N:18].[N:19]1(C(N2C=CN=C2)=N)C=CN=[CH:20]1. (6) Given the product [Cl:21][CH:15]1[CH:14]([CH:10]2[O:11][CH2:12][CH2:13][NH:8][CH2:9]2)[CH:19]=[CH:18][C:17]([F:20])=[CH:16]1, predict the reactants needed to synthesize it. The reactants are: C([N:8]1[CH2:13][CH2:12][O:11][CH:10]([C:14]2[CH:19]=[CH:18][C:17]([F:20])=[CH:16][C:15]=2[Cl:21])[CH2:9]1)C1C=CC=CC=1.ClC(OC(Cl)C)=O.CO. (7) Given the product [F:33][C:34]([F:39])([F:38])[C:35]([OH:37])=[O:36].[F:32][C:5]1[CH:6]=[C:7]([C:10]2[CH:11]=[CH:12][C:13]3[O:17][C:16]([CH:18]4[CH2:23][CH2:22][NH:21][CH2:20][CH2:19]4)=[N:15][C:14]=3[CH:31]=2)[CH:8]=[CH:9][C:4]=1[C:1]([NH2:2])=[O:3], predict the reactants needed to synthesize it. The reactants are: [C:1]([C:4]1[CH:9]=[CH:8][C:7]([C:10]2[CH:11]=[CH:12][C:13]3[O:17][C:16]([CH:18]4[CH2:23][CH2:22][N:21](C(OC(C)(C)C)=O)[CH2:20][CH2:19]4)=[N:15][C:14]=3[CH:31]=2)=[CH:6][C:5]=1[F:32])(=[O:3])[NH2:2].[F:33][C:34]([F:39])([F:38])[C:35]([OH:37])=[O:36]. (8) Given the product [C:24]1([NH:23][C:7]([CH:4]2[CH2:3][CH2:2][N:1]([C:10]3[CH:11]=[N:12][CH:13]=[CH:14][CH:15]=3)[CH2:6][CH2:5]2)=[O:9])[C:33]2[C:28](=[CH:29][CH:30]=[CH:31][CH:32]=2)[CH:27]=[CH:26][N:25]=1, predict the reactants needed to synthesize it. The reactants are: [N:1]1([C:10]2[CH:11]=[N:12][CH:13]=[CH:14][CH:15]=2)[CH2:6][CH2:5][CH:4]([C:7]([OH:9])=O)[CH2:3][CH2:2]1.BrC1C=NC=CC=1.[NH2:23][C:24]1[C:33]2[C:28](=[CH:29][CH:30]=[CH:31][CH:32]=2)[CH:27]=[CH:26][N:25]=1. (9) Given the product [CH3:15][O:14][CH:13]([O:16][CH3:17])[C:12]1[CH:11]=[CH:10][N:7]=[C:4]([S:5][CH2:21][CH2:22][O:23][CH3:24])[N:6]=1, predict the reactants needed to synthesize it. The reactants are: C[O-].[Na+].[C:4]([NH2:7])([NH2:6])=[S:5].CN(C)/[CH:10]=[CH:11]/[C:12](=O)[CH:13]([O:16][CH3:17])[O:14][CH3:15].Br[CH2:21][CH2:22][O:23][CH3:24].